This data is from Forward reaction prediction with 1.9M reactions from USPTO patents (1976-2016). The task is: Predict the product of the given reaction. (1) Given the reactants FC1C=CC=C(F)C=1C(C1N(C)N=C(C)C=1C1C(F)=CC=CC=1F)O.[F:26][C:27]1[CH:32]=[C:31]([F:33])[CH:30]=[CH:29][C:28]=1[CH:34]([C:36]1[N:40]([CH3:41])[N:39]=[C:38]([CH3:42])[C:37]=1[C:43]1[C:48]([F:49])=[CH:47][CH:46]=[CH:45][C:44]=1[F:50])O.C(N(CC)CC)C.S(Cl)([Cl:60])=O, predict the reaction product. The product is: [Cl:60][CH:34]([C:28]1[CH:29]=[CH:30][C:31]([F:33])=[CH:32][C:27]=1[F:26])[C:36]1[N:40]([CH3:41])[N:39]=[C:38]([CH3:42])[C:37]=1[C:43]1[C:48]([F:49])=[CH:47][CH:46]=[CH:45][C:44]=1[F:50]. (2) Given the reactants Cl.Cl.[Cl:3][C:4]1[CH:9]=[C:8]([Cl:10])[CH:7]=[CH:6][C:5]=1[C:11]1[CH:16]=[CH:15][C:14]([O:17][C:18]([F:21])([F:20])[F:19])=[C:13]([CH2:22][NH:23][C@H:24]2[CH2:29][CH2:28][NH:27][CH2:26][C@H:25]2[C:30]2[CH:35]=[CH:34][CH:33]=[CH:32][CH:31]=2)[CH:12]=1.[CH3:36][C:37]1([CH3:48])[O:41][C:40](=[O:42])[N:39]([CH2:43][C:44](O)=[O:45])[C:38]1=[O:47].Cl.C(OCC)(=O)C, predict the reaction product. The product is: [ClH:3].[Cl:3][C:4]1[CH:9]=[C:8]([Cl:10])[CH:7]=[CH:6][C:5]=1[C:11]1[CH:16]=[CH:15][C:14]([O:17][C:18]([F:19])([F:20])[F:21])=[C:13]([CH2:22][NH:23][C@H:24]2[CH2:29][CH2:28][N:27]([C:44](=[O:45])[CH2:43][N:39]3[C:38](=[O:47])[C:37]([CH3:48])([CH3:36])[O:41][C:40]3=[O:42])[CH2:26][C@H:25]2[C:30]2[CH:31]=[CH:32][CH:33]=[CH:34][CH:35]=2)[CH:12]=1. (3) Given the reactants [N:1]1([C:6]2[N:14]=[CH:13][N:12]=[C:11]3[C:7]=2[NH:8][CH:9]=[N:10]3)[CH:5]=[CH:4][N:3]=[CH:2]1.C(O[C@@H:19]1[O:41][C@H:40]([CH2:42][O:43][C:44](=[O:51])[C:45]2[CH:50]=[CH:49][CH:48]=[CH:47][CH:46]=2)[C@@H:30]([O:31][C:32](=[O:39])[C:33]2[CH:38]=[CH:37][CH:36]=[CH:35][CH:34]=2)[C@H:20]1[O:21][C:22](=[O:29])[C:23]1[CH:28]=[CH:27][CH:26]=[CH:25][CH:24]=1)(=O)C.C([O-])(O)=O.[Na+].O, predict the reaction product. The product is: [C:22]([O:21][C@@H:20]1[C@H:30]([O:31][C:32](=[O:39])[C:33]2[CH:38]=[CH:37][CH:36]=[CH:35][CH:34]=2)[C@@H:40]([CH2:42][O:43][C:44](=[O:51])[C:45]2[CH:46]=[CH:47][CH:48]=[CH:49][CH:50]=2)[O:41][C@H:19]1[N:10]1[CH:9]=[N:8][C:7]2[C:11]1=[N:12][CH:13]=[N:14][C:6]=2[N:1]1[CH:5]=[CH:4][N:3]=[CH:2]1)(=[O:29])[C:23]1[CH:28]=[CH:27][CH:26]=[CH:25][CH:24]=1. (4) The product is: [C:12]([C:2]1[CH:3]=[N:4][CH:5]=[C:6]2[C:11]=1[N:10]=[CH:9][CH:8]=[CH:7]2)#[CH:13]. Given the reactants Br[C:2]1[CH:3]=[N:4][CH:5]=[C:6]2[C:11]=1[N:10]=[CH:9][CH:8]=[CH:7]2.[C:12]([Si](C)(C)C)#[CH:13], predict the reaction product.